From a dataset of Catalyst prediction with 721,799 reactions and 888 catalyst types from USPTO. Predict which catalyst facilitates the given reaction. (1) Reactant: [CH:1]([C:3]1[CH:8]=[CH:7][C:6]([CH2:9][CH2:10][N:11]2[CH:20]=[CH:19][C:18]3[C:13](=[CH:14][CH:15]=[C:16]([C:21]4[CH:26]=[CH:25][C:24]([Cl:27])=[CH:23][CH:22]=4)[CH:17]=3)[C:12]2=[O:28])=[CH:5][CH:4]=1)=O.[NH:29]1[CH2:33][CH2:32][CH2:31][CH2:30]1.C(O)(=O)C.C(O[BH-](OC(=O)C)OC(=O)C)(=O)C.[Na+]. Product: [Cl:27][C:24]1[CH:25]=[CH:26][C:21]([C:16]2[CH:17]=[C:18]3[C:13](=[CH:14][CH:15]=2)[C:12](=[O:28])[N:11]([CH2:10][CH2:9][C:6]2[CH:5]=[CH:4][C:3]([CH2:1][N:29]4[CH2:33][CH2:32][CH2:31][CH2:30]4)=[CH:8][CH:7]=2)[CH:20]=[CH:19]3)=[CH:22][CH:23]=1. The catalyst class is: 4. (2) Reactant: [CH3:1][NH:2][C:3]1[CH:4]=[N:5][CH:6]=[CH:7][C:8]=1[C:9]1[CH:14]=[CH:13][CH:12]=[CH:11][C:10]=1[CH3:15].[Cl:16][C:17]1[CH:18]=[C:19]([CH:23]=[CH:24][C:25]=1[C:26]([F:29])([F:28])[F:27])[C:20]([OH:22])=O. Product: [Cl:16][C:17]1[CH:18]=[C:19]([CH:23]=[CH:24][C:25]=1[C:26]([F:29])([F:28])[F:27])[C:20]([N:2]([CH3:1])[C:3]1[CH:4]=[N:5][CH:6]=[CH:7][C:8]=1[C:9]1[CH:14]=[CH:13][CH:12]=[CH:11][C:10]=1[CH3:15])=[O:22]. The catalyst class is: 243. (3) Reactant: [CH3:1][NH:2][C:3]1[N:8]=[C:7]([CH2:9][CH2:10][OH:11])[CH:6]=[CH:5][CH:4]=1.C(N(CC)CC)C.[CH3:19][S:20](Cl)(=[O:22])=[O:21]. Product: [CH3:19][S:20]([O:11][CH2:10][CH2:9][C:7]1[CH:6]=[CH:5][CH:4]=[C:3]([NH:2][CH3:1])[N:8]=1)(=[O:22])=[O:21]. The catalyst class is: 4.